Dataset: Full USPTO retrosynthesis dataset with 1.9M reactions from patents (1976-2016). Task: Predict the reactants needed to synthesize the given product. (1) Given the product [CH:20]([C:16]1[C:15]([B:1]([OH:6])[OH:2])=[CH:19][S:18][CH:17]=1)=[O:24], predict the reactants needed to synthesize it. The reactants are: [B:1](OC(C)C)([O:6]C(C)C)[O:2]C(C)C.Br[C:15]1[C:16]([CH:20]2[O:24]CCO2)=[CH:17][S:18][CH:19]=1.[Li]CCCC.Cl. (2) Given the product [NH2:1][CH2:2][C:3]1([NH2:12])[C:11]2[C:6](=[CH:7][CH:8]=[CH:9][CH:10]=2)[CH2:5][CH2:4]1, predict the reactants needed to synthesize it. The reactants are: [NH2:1][CH2:2][C:3]1([NH:12]P(C2C=CC=CC=2)(C2C=CC=CC=2)=O)[C:11]2[C:6](=[CH:7][CH:8]=[CH:9][CH:10]=2)[CH2:5][CH2:4]1. (3) Given the product [CH3:1][C:2]1[CH:7]=[CH:6][C:5]([C:8]2[C:16]3[C:11](=[CH:12][CH:13]=[C:14]([C:17]4[N:21]=[CH:20][NH:19][N:18]=4)[CH:15]=3)[NH:10][N:9]=2)=[CH:4][CH:3]=1, predict the reactants needed to synthesize it. The reactants are: [CH3:1][C:2]1[CH:7]=[CH:6][C:5]([C:8]2(C(C3CCCCO3)=O)[C:16]3[C:11](=[CH:12][CH:13]=[C:14]([C:17]4[N:21]=[CH:20][N:19](C5C=CC(C)=C(C)C=5C)[N:18]=4)[CH:15]=3)[NH:10][NH:9]2)=[CH:4][CH:3]=1.[OH-].[Na+]. (4) Given the product [Cl:1][C:2]1[CH:3]=[CH:4][C:5]([C:8]2[S:12][C:11]([C:13]([OH:15])=[O:14])=[C:10]([CH:24]=[O:25])[CH:9]=2)=[CH:6][CH:7]=1, predict the reactants needed to synthesize it. The reactants are: [Cl:1][C:2]1[CH:7]=[CH:6][C:5]([C:8]2[S:12][C:11]([C:13]([OH:15])=[O:14])=[CH:10][CH:9]=2)=[CH:4][CH:3]=1.[Li]CCCC.CN([CH:24]=[O:25])C.Cl. (5) The reactants are: Br[C:2]([CH3:8])([CH3:7])[C:3]([O:5][CH3:6])=[O:4].O.Cl.[NH:11]1[CH2:16][CH2:15][C:14](=[O:17])[CH2:13][CH2:12]1.C(#N)C.C(=O)([O-])[O-].[K+].[K+]. Given the product [CH3:7][C:2]([N:11]1[CH2:16][CH2:15][C:14](=[O:17])[CH2:13][CH2:12]1)([CH3:8])[C:3]([O:5][CH3:6])=[O:4], predict the reactants needed to synthesize it. (6) The reactants are: Cl.C[O:3][C:4](=[O:38])[C:5]1[CH:10]=[CH:9][C:8]([O:11][C:12]2[CH:17]=[CH:16][C:15]([CH2:18][C@H:19]([NH2:37])[C:20]3[N:21]([CH2:33][CH2:34][CH2:35][CH3:36])[CH:22]=[C:23]([C:25]4[CH:30]=[CH:29][C:28]([Cl:31])=[CH:27][C:26]=4[Cl:32])[N:24]=3)=[CH:14][CH:13]=2)=[CH:7][CH:6]=1.[C:39](O)(=[O:41])[CH3:40]. Given the product [C:39]([NH:37][C@H:19]([C:20]1[N:21]([CH2:33][CH2:34][CH2:35][CH3:36])[CH:22]=[C:23]([C:25]2[CH:30]=[CH:29][C:28]([Cl:31])=[CH:27][C:26]=2[Cl:32])[N:24]=1)[CH2:18][C:15]1[CH:16]=[CH:17][C:12]([O:11][C:8]2[CH:7]=[CH:6][C:5]([C:4]([OH:3])=[O:38])=[CH:10][CH:9]=2)=[CH:13][CH:14]=1)(=[O:41])[CH3:40], predict the reactants needed to synthesize it. (7) Given the product [C:1]([O:5][C:6]([NH:8][C@@H:9]([C:20]([O:22][CH:23]1[CH2:27][CH2:26][CH2:25][CH2:24]1)=[O:21])[CH2:10][CH2:11][O:12][Si:13]([C:16]([CH3:19])([CH3:18])[CH3:17])([CH3:15])[CH3:14])=[O:7])([CH3:4])([CH3:2])[CH3:3], predict the reactants needed to synthesize it. The reactants are: [C:1]([O:5][C:6]([NH:8][C@@H:9]([C:20]([OH:22])=[O:21])[CH2:10][CH2:11][O:12][Si:13]([C:16]([CH3:19])([CH3:18])[CH3:17])([CH3:15])[CH3:14])=[O:7])([CH3:4])([CH3:3])[CH3:2].[CH:23]1(O)[CH2:27][CH2:26][CH2:25][CH2:24]1.C(Cl)CCl. (8) Given the product [F:53][C:52]([F:55])([F:54])[C:50]([OH:56])=[O:51].[Cl:1][C:2]1[S:3][C:4]([Cl:21])=[CH:5][C:6]=1[S:7]([NH:10][C:11]1[CH:19]=[CH:18][C:14]([C:15]([O:17][CH2:48][CH2:47][N:40]([CH2:44][CH2:45][OH:46])[CH2:41][CH2:42][OH:43])=[O:16])=[C:13]([OH:20])[CH:12]=1)(=[O:9])=[O:8], predict the reactants needed to synthesize it. The reactants are: [Cl:1][C:2]1[S:3][C:4]([Cl:21])=[CH:5][C:6]=1[S:7]([NH:10][C:11]1[CH:19]=[CH:18][C:14]([C:15]([OH:17])=[O:16])=[C:13]([OH:20])[CH:12]=1)(=[O:9])=[O:8].N1C=CC=CC=1.C(N1C=CN=C1)(N1C=CN=C1)=O.[N:40]([CH2:47][CH2:48]O)([CH2:44][CH2:45][OH:46])[CH2:41][CH2:42][OH:43].[C:50]([OH:56])([C:52]([F:55])([F:54])[F:53])=[O:51]. (9) Given the product [Br:19][C:16]1[CH:15]=[CH:14][C:13]([CH:9]2[NH:8][C:3]3([CH2:4][CH2:5][CH2:6][O:1][CH2:2]3)[NH:12][C:10]2=[O:11])=[CH:18][CH:17]=1, predict the reactants needed to synthesize it. The reactants are: [O:1]1[CH2:6][CH2:5][CH2:4][C:3](=O)[CH2:2]1.[NH2:8][CH:9]([C:13]1[CH:18]=[CH:17][C:16]([Br:19])=[CH:15][CH:14]=1)[C:10]([NH2:12])=[O:11].